From a dataset of Catalyst prediction with 721,799 reactions and 888 catalyst types from USPTO. Predict which catalyst facilitates the given reaction. (1) Reactant: [Cl:1][S:2]([OH:5])(=O)=[O:3].[O:6]1[C:10]2[CH:11]=[CH:12][CH:13]=[CH:14][C:9]=2[CH2:8][CH2:7]1. Product: [O:6]1[C:10]2[CH:11]=[CH:12][C:13]([S:2]([Cl:1])(=[O:5])=[O:3])=[CH:14][C:9]=2[CH2:8][CH2:7]1. The catalyst class is: 2. (2) Reactant: [CH2:1]([O:3][C:4]1[C:5]([C:11]([OH:13])=O)=[N:6][C:7]([CH3:10])=[CH:8][CH:9]=1)[CH3:2].CCN(C(C)C)C(C)C.CN(C(ON1N=NC2C=CC=CC1=2)=[N+](C)C)C.[B-](F)(F)(F)F.[C@@H:45]12[CH2:51][C@@H:50]1[CH2:49][C@@H:48]([CH2:52][NH:53][C:54]1[CH:59]=[CH:58][C:57]([C:60]([F:63])([F:62])[F:61])=[CH:56][N:55]=1)[NH:47][CH2:46]2. Product: [CH2:1]([O:3][C:4]1[C:5]([C:11]([N:47]2[C@H:48]([CH2:52][NH:53][C:54]3[CH:59]=[CH:58][C:57]([C:60]([F:61])([F:62])[F:63])=[CH:56][N:55]=3)[CH2:49][C@@H:50]3[C@@H:45]([CH2:51]3)[CH2:46]2)=[O:13])=[N:6][C:7]([CH3:10])=[CH:8][CH:9]=1)[CH3:2]. The catalyst class is: 3.